From a dataset of Catalyst prediction with 721,799 reactions and 888 catalyst types from USPTO. Predict which catalyst facilitates the given reaction. (1) Reactant: Br[CH2:2][CH2:3][OH:4].[F:5][C:6]([F:37])([F:36])[C:7]1[CH:8]=[C:9]([CH:29]=[C:30]([C:32]([F:35])([F:34])[F:33])[CH:31]=1)[C:10]([N:12]1[CH2:17][CH2:16][NH:15][CH2:14][C@H:13]1[CH2:18][C:19]1[CH:24]=[CH:23][C:22]([C:25]([F:28])([F:27])[F:26])=[CH:21][CH:20]=1)=[O:11]. Product: [F:37][C:6]([F:5])([F:36])[C:7]1[CH:8]=[C:9]([CH:29]=[C:30]([C:32]([F:33])([F:34])[F:35])[CH:31]=1)[C:10]([N:12]1[CH2:17][CH2:16][N:15]([CH2:2][CH2:3][OH:4])[CH2:14][C@H:13]1[CH2:18][C:19]1[CH:24]=[CH:23][C:22]([C:25]([F:28])([F:27])[F:26])=[CH:21][CH:20]=1)=[O:11]. The catalyst class is: 10. (2) Reactant: [H-].[Na+].[CH2:3]([OH:7])[CH2:4][CH2:5][CH3:6].C(=O)=O.[CH3:11][O:12][C:13](=[O:24])[C:14]1[CH:19]=[C:18](F)[CH:17]=[CH:16][C:15]=1[N+:21]([O-:23])=[O:22]. Product: [CH3:11][O:12][C:13](=[O:24])[C:14]1[CH:19]=[C:18]([O:7][CH2:3][CH2:4][CH2:5][CH3:6])[CH:17]=[CH:16][C:15]=1[N+:21]([O-:23])=[O:22]. The catalyst class is: 39. (3) Reactant: CN(C(ON1N=NC2C=CC=NC1=2)=[N+](C)C)C.F[P-](F)(F)(F)(F)F.[CH:25]12[O:33][CH:29]([CH2:30][NH:31][CH2:32]1)[CH2:28][N:27]([C:34]1[CH:39]=[CH:38][C:37]([NH:40][C:41]3[N:46]=[C:45]([C:47]4[N:51]5[CH:52]=[CH:53][CH:54]=[C:55]([F:56])[C:50]5=[N:49][CH:48]=4)[C:44]([Cl:57])=[CH:43][N:42]=3)=[C:36]([O:58][CH3:59])[CH:35]=1)[CH2:26]2.[CH3:60][N:61]([CH3:66])[CH2:62][C:63](O)=[O:64].C(N(C(C)C)C(C)C)C. Product: [Cl:57][C:44]1[C:45]([C:47]2[N:51]3[CH:52]=[CH:53][CH:54]=[C:55]([F:56])[C:50]3=[N:49][CH:48]=2)=[N:46][C:41]([NH:40][C:37]2[CH:38]=[CH:39][C:34]([N:27]3[CH2:28][CH:29]4[O:33][CH:25]([CH2:32][N:31]([C:63](=[O:64])[CH2:62][N:61]([CH3:66])[CH3:60])[CH2:30]4)[CH2:26]3)=[CH:35][C:36]=2[O:58][CH3:59])=[N:42][CH:43]=1. The catalyst class is: 3. (4) Reactant: N#N.Br[C:4]1[N:5]=[C:6]([CH:14]2[CH2:17][CH2:16][CH2:15]2)[N:7]2[CH:12]=[CH:11][N:10]=[C:9]([NH2:13])[C:8]=12.[N:18]1[CH:23]=[CH:22][C:21]([C:24]2[CH:33]=[CH:32][C:31]3[C:26](=[CH:27][C:28](B4OC(C)(C)C(C)(C)O4)=[CH:29][CH:30]=3)[N:25]=2)=[CH:20][CH:19]=1.C([O-])([O-])=O.[Na+].[Na+]. Product: [CH:14]1([C:6]2[N:7]3[CH:12]=[CH:11][N:10]=[C:9]([NH2:13])[C:8]3=[C:4]([C:28]3[CH:27]=[C:26]4[C:31]([CH:32]=[CH:33][C:24]([C:21]5[CH:22]=[CH:23][N:18]=[CH:19][CH:20]=5)=[N:25]4)=[CH:30][CH:29]=3)[N:5]=2)[CH2:17][CH2:16][CH2:15]1. The catalyst class is: 339.